The task is: Binary Classification. Given a miRNA mature sequence and a target amino acid sequence, predict their likelihood of interaction.. This data is from Experimentally validated miRNA-target interactions with 360,000+ pairs, plus equal number of negative samples. The miRNA is hsa-miR-4445-5p with sequence AGAUUGUUUCUUUUGCCGUGCA. The protein sequence of the target gene is MSDMVERTLTALPGLFLQNQLGGPAASRAPFFSRLGGLIRGVTALSSKHEEEKLIQQELSSLKATVSAPTTTLKTMKECMVRLIYCEMLGYDASFGYIHAIKLAQQGNLLEKRVGYLAVSLFLHESHELLLLLVNTVVKDLQSTNLVEVCMALTVVSQIFPREMIPAVLPLIEDKLQHSKEIIRRKAVLALYKFYLIAPNQVQHIHTKFRKALCDRDVGVMAASLHIYLRMIKENASGYKDLTESFVTILKQVVGGKLPVEFSYHSVPAPWLQIQLLRILGLLGKDDERTSELMYDVLDE.... Result: 0 (no interaction).